Task: Predict the product of the given reaction.. Dataset: Forward reaction prediction with 1.9M reactions from USPTO patents (1976-2016) (1) Given the reactants [Br:1][C:2]1[CH:9]=[C:6]([CH:7]=O)[C:5]([OH:10])=[CH:4][CH:3]=1.[CH3:11][O:12][C:13]1[CH:26]=[CH:25][C:16]([NH:17][S:18]([CH2:21][C:22](O)=[O:23])(=[O:20])=[O:19])=[CH:15][CH:14]=1, predict the reaction product. The product is: [Br:1][C:2]1[CH:9]=[C:6]2[C:5](=[CH:4][CH:3]=1)[O:10][C:22](=[O:23])[C:21]([S:18]([NH:17][C:16]1[CH:25]=[CH:26][C:13]([O:12][CH3:11])=[CH:14][CH:15]=1)(=[O:20])=[O:19])=[CH:7]2. (2) Given the reactants C(OC([NH:8][C@@H:9]([CH:40]([CH3:42])[CH3:41])[C:10]([O:12][C@@H:13]1[CH2:29][C@@H:28]2[C@@:16]([CH3:39])([C@@H:17]3[C@@H:25]([CH2:26][CH2:27]2)[C@:24]2(O)[C@@:20]([CH3:38])([C@@H:21]([C:31]4[CH:32]=[CH:33][C:34](=[O:37])[O:35][CH:36]=4)[CH2:22][CH2:23]2)[CH2:19][CH2:18]3)[CH2:15][CH2:14]1)=[O:11])=O)(C)(C)C.Cl, predict the reaction product. The product is: [NH2:8][C@@H:9]([CH:40]([CH3:42])[CH3:41])[C:10]([O:12][C@@H:13]1[CH2:29][C@@H:28]2[C@@:16]([CH3:39])([C@@H:17]3[C@@H:25]([CH2:26][CH2:27]2)[C:24]2[C@@:20]([CH3:38])([C@@H:21]([C:31]4[CH:32]=[CH:33][C:34](=[O:37])[O:35][CH:36]=4)[CH2:22][CH:23]=2)[CH2:19][CH2:18]3)[CH2:15][CH2:14]1)=[O:11]. (3) Given the reactants [Li]CCCC.CCCCC.[F:11][C:12]1[CH:19]=[CH:18][CH:17]=[C:16]([C:20]([F:23])([F:22])[F:21])[C:13]=1[C:14]#[N:15].[I:24]I.[O-]S([O-])(=S)=O.[Na+].[Na+], predict the reaction product. The product is: [F:11][C:12]1[C:19]([I:24])=[CH:18][CH:17]=[C:16]([C:20]([F:21])([F:22])[F:23])[C:13]=1[C:14]#[N:15]. (4) Given the reactants O1[CH2:5][CH2:4][CH2:3][CH2:2]1.[C:6](#[N:8])[CH3:7].[CH3:9]O.C(O[CH2:15][CH3:16])(=O)C, predict the reaction product. The product is: [N:8]1[C:6]2[C:5](=[CH:9][CH:15]=[CH:16][CH:7]=2)[CH:4]=[CH:3][CH:2]=1.